This data is from NCI-60 drug combinations with 297,098 pairs across 59 cell lines. The task is: Regression. Given two drug SMILES strings and cell line genomic features, predict the synergy score measuring deviation from expected non-interaction effect. (1) Drug 1: C1CCN(CC1)CCOC2=CC=C(C=C2)C(=O)C3=C(SC4=C3C=CC(=C4)O)C5=CC=C(C=C5)O. Drug 2: CS(=O)(=O)CCNCC1=CC=C(O1)C2=CC3=C(C=C2)N=CN=C3NC4=CC(=C(C=C4)OCC5=CC(=CC=C5)F)Cl. Cell line: K-562. Synergy scores: CSS=10.9, Synergy_ZIP=-3.20, Synergy_Bliss=0.247, Synergy_Loewe=0.665, Synergy_HSA=0.819. (2) Drug 1: CCC1(C2=C(COC1=O)C(=O)N3CC4=CC5=C(C=CC(=C5CN(C)C)O)N=C4C3=C2)O.Cl. Drug 2: COCCOC1=C(C=C2C(=C1)C(=NC=N2)NC3=CC=CC(=C3)C#C)OCCOC.Cl. Cell line: EKVX. Synergy scores: CSS=16.4, Synergy_ZIP=1.71, Synergy_Bliss=4.64, Synergy_Loewe=3.65, Synergy_HSA=4.97. (3) Drug 1: CC1=C(C(=CC=C1)Cl)NC(=O)C2=CN=C(S2)NC3=CC(=NC(=N3)C)N4CCN(CC4)CCO. Drug 2: CC1C(C(CC(O1)OC2CC(CC3=C2C(=C4C(=C3O)C(=O)C5=C(C4=O)C(=CC=C5)OC)O)(C(=O)CO)O)N)O.Cl. Cell line: ACHN. Synergy scores: CSS=50.9, Synergy_ZIP=3.13, Synergy_Bliss=4.97, Synergy_Loewe=3.47, Synergy_HSA=8.07. (4) Drug 1: CCC(=C(C1=CC=CC=C1)C2=CC=C(C=C2)OCCN(C)C)C3=CC=CC=C3.C(C(=O)O)C(CC(=O)O)(C(=O)O)O. Drug 2: CC1C(C(CC(O1)OC2CC(CC3=C2C(=C4C(=C3O)C(=O)C5=C(C4=O)C(=CC=C5)OC)O)(C(=O)CO)O)N)O.Cl. Cell line: DU-145. Synergy scores: CSS=35.7, Synergy_ZIP=2.62, Synergy_Bliss=3.65, Synergy_Loewe=-20.3, Synergy_HSA=3.09.